Dataset: Catalyst prediction with 721,799 reactions and 888 catalyst types from USPTO. Task: Predict which catalyst facilitates the given reaction. Reactant: [O:1]1CCOCC1.C([O:9][C:10]([C:12]1[C:20]2[C:15](=[CH:16][CH:17]=[C:18]([O:21][C:22]3[CH:27]=[CH:26][C:25]([C:28]([F:31])([F:30])[F:29])=[CH:24][CH:23]=3)[CH:19]=2)[N:14]([C:32]2[CH:37]=[CH:36][C:35]([O:38][CH:39]([CH3:41])[CH3:40])=[CH:34][CH:33]=2)[C:13]=1[CH2:42][C:43](=[O:53])[NH:44][C:45]1([C:48]([O:50]CC)=[O:49])[CH2:47][CH2:46]1)=[O:11])C.Cl.O. Product: [OH2:1].[OH2:9].[C:48]([C:45]1([NH:44][C:43]([CH2:42][C:13]2[N:14]([C:32]3[CH:37]=[CH:36][C:35]([O:38][CH:39]([CH3:41])[CH3:40])=[CH:34][CH:33]=3)[C:15]3[C:20]([C:12]=2[C:10]([OH:11])=[O:9])=[CH:19][C:18]([O:21][C:22]2[CH:27]=[CH:26][C:25]([C:28]([F:31])([F:29])[F:30])=[CH:24][CH:23]=2)=[CH:17][CH:16]=3)=[O:53])[CH2:46][CH2:47]1)([OH:50])=[O:49]. The catalyst class is: 74.